Dataset: Forward reaction prediction with 1.9M reactions from USPTO patents (1976-2016). Task: Predict the product of the given reaction. (1) Given the reactants [Cl:1][C:2]1[N:6]([C:7]2[CH:12]=[CH:11][CH:10]=[C:9]([Cl:13])[C:8]=2[F:14])[N:5]=[N:4][C:3]=1[C:15]([O:17]CC)=[O:16].Cl.N(OCCC(C)C)=O, predict the reaction product. The product is: [Cl:1][C:2]1[N:6]([C:7]2[CH:12]=[CH:11][CH:10]=[C:9]([Cl:13])[C:8]=2[F:14])[N:5]=[N:4][C:3]=1[C:15]([OH:17])=[O:16]. (2) Given the reactants Cl[C:2]1[C:3]([NH2:9])=[N:4][CH:5]=[N:6][C:7]=1Cl.[NH2:10][CH2:11][CH:12]1[CH2:17][CH2:16][N:15]([C:18]([O:20]C(C)(C)C)=O)[CH2:14][CH2:13]1.[F:25][C:26]([F:44])([F:43])[C:27]1[CH:28]=[C:29]([CH:40]=[CH:41][CH:42]=1)[O:30][C:31]1[CH:36]=[CH:35][C:34](B(O)O)=[CH:33][CH:32]=1.[C:45](Cl)(=O)[CH:46]=C, predict the reaction product. The product is: [NH2:9][C:3]1[N:4]=[CH:5][N:6]=[C:7]([NH:10][CH2:11][CH:12]2[CH2:13][CH2:14][N:15]([C:18](=[O:20])[CH:45]=[CH2:46])[CH2:16][CH2:17]2)[C:2]=1[C:34]1[CH:35]=[CH:36][C:31]([O:30][C:29]2[CH:40]=[CH:41][CH:42]=[C:27]([C:26]([F:44])([F:43])[F:25])[CH:28]=2)=[CH:32][CH:33]=1. (3) Given the reactants [H-].[Na+].C([O:7][C:8](=[O:35])[C:9]([S:12][C:13]1[S:14][CH:15]=[C:16]([CH:18]([OH:34])[CH2:19][O:20][C:21]2[CH:26]=[CH:25][C:24]([C:27]3[CH:32]=[CH:31][C:30]([F:33])=[CH:29][CH:28]=3)=[CH:23][CH:22]=2)[N:17]=1)([CH3:11])[CH3:10])(C)(C)C.[CH3:36]I.O, predict the reaction product. The product is: [F:33][C:30]1[CH:29]=[CH:28][C:27]([C:24]2[CH:25]=[CH:26][C:21]([O:20][CH2:19][CH:18]([C:16]3[N:17]=[C:13]([S:12][C:9]([CH3:10])([CH3:11])[C:8]([OH:7])=[O:35])[S:14][CH:15]=3)[O:34][CH3:36])=[CH:22][CH:23]=2)=[CH:32][CH:31]=1. (4) The product is: [NH2:15][C:4]1[CH:5]=[CH:6][C:7]([N:8]2[CH:12]=[CH:11][C:10]([C:13]#[N:14])=[CH:9]2)=[C:2]([F:1])[CH:3]=1. Given the reactants [F:1][C:2]1[CH:3]=[C:4]([N+:15]([O-])=O)[CH:5]=[CH:6][C:7]=1[N:8]1[CH:12]=[CH:11][C:10]([C:13]#[N:14])=[CH:9]1, predict the reaction product. (5) Given the reactants [CH3:1][N:2]([CH3:27])[CH2:3][CH2:4][CH2:5][CH:6]([C:8]1[CH:13]=[CH:12][C:11]([N:14]2[CH2:19][CH2:18][N:17](CC3C=CC=CC=3)[CH2:16][CH2:15]2)=[CH:10][CH:9]=1)O.[ClH:28], predict the reaction product. The product is: [ClH:28].[ClH:28].[CH3:27][N:2]([CH3:1])[CH2:3][CH2:4][CH2:5][CH2:6][C:8]1[CH:13]=[CH:12][C:11]([N:14]2[CH2:19][CH2:18][NH:17][CH2:16][CH2:15]2)=[CH:10][CH:9]=1.